Dataset: Catalyst prediction with 721,799 reactions and 888 catalyst types from USPTO. Task: Predict which catalyst facilitates the given reaction. (1) Reactant: Br[CH:2]([CH3:6])[C:3](=O)[CH3:4].[NH2:7][C:8]1[CH:13]=[CH:12][C:11]([I:14])=[CH:10][N:9]=1.CCO. Product: [I:14][C:11]1[CH:12]=[CH:13][C:8]2[N:9]([C:2]([CH3:6])=[C:3]([CH3:4])[N:7]=2)[CH:10]=1. The catalyst class is: 6. (2) Reactant: [Br:1][C:2]1[CH:10]=[CH:9][CH:8]=[CH:7][C:3]=1[C:4]([OH:6])=[O:5].[CH3:11][C:12](O)([CH3:14])[CH3:13].C1CCC(N=C=NC2CCCCC2)CC1. Product: [Br:1][C:2]1[CH:10]=[CH:9][CH:8]=[CH:7][C:3]=1[C:4]([O:6][C:12]([CH3:14])([CH3:13])[CH3:11])=[O:5]. The catalyst class is: 79.